This data is from Full USPTO retrosynthesis dataset with 1.9M reactions from patents (1976-2016). The task is: Predict the reactants needed to synthesize the given product. (1) Given the product [OH:9][CH2:10][C@@H:11]1[S:15][C@H:14]([N:16]2[CH:31]=[CH:30][C:20]([NH2:21])=[N:19][C:17]2=[O:18])[CH2:13][O:12]1, predict the reactants needed to synthesize it. The reactants are: C([O:9][CH2:10][C@@H:11]1[S:15][C@H:14]([N:16]2[CH:31]=[CH:30][C:20]([NH:21]C(=O)C3C=CC=CC=3)=[N:19][C:17]2=[O:18])[CH2:13][O:12]1)(=O)C1C=CC=CC=1. (2) Given the product [Si:1]([O:8][CH2:9][C:10]1[CH:11]=[C:12]([CH2:55][C:54]([NH:40][CH2:39][C:38]2[C:33]([N:30]3[CH2:29][CH2:28][CH:27]([CH3:26])[CH2:32][CH2:31]3)=[N:34][C:35]([C:41]([F:44])([F:42])[F:43])=[CH:36][CH:37]=2)=[O:56])[CH:13]=[N:14][CH:15]=1)([C:4]([CH3:5])([CH3:6])[CH3:7])([CH3:2])[CH3:3], predict the reactants needed to synthesize it. The reactants are: [Si:1]([O:8][CH2:9][C:10]1[CH:11]=[C:12](NC(=O)OC2C=CC=CC=2)[CH:13]=[N:14][CH:15]=1)([C:4]([CH3:7])([CH3:6])[CH3:5])([CH3:3])[CH3:2].[CH3:26][CH:27]1[CH2:32][CH2:31][N:30]([C:33]2[C:38]([CH2:39][NH2:40])=[CH:37][CH:36]=[C:35]([C:41]([F:44])([F:43])[F:42])[N:34]=2)[CH2:29][CH2:28]1.CN(C1C=CC=CN=1)C.[CH2:54]([O:56]C(=O)C)[CH3:55]. (3) Given the product [F:13][C:2]([F:1])([F:14])[C:3]1[CH:4]=[C:5]([CH2:9][C:10]([NH:29][C:26]2[N:27]=[CH:28][C:23]([B:18]([OH:19])[OH:17])=[CH:24][CH:25]=2)=[O:12])[CH:6]=[CH:7][CH:8]=1, predict the reactants needed to synthesize it. The reactants are: [F:1][C:2]([F:14])([F:13])[C:3]1[CH:4]=[C:5]([CH2:9][C:10]([OH:12])=O)[CH:6]=[CH:7][CH:8]=1.CC1(C)C(C)(C)[O:19][B:18]([C:23]2[CH:24]=[CH:25][C:26]([NH2:29])=[N:27][CH:28]=2)[O:17]1.Cl.C(N=C=NCCCN(C)C)C.O.ON1C2C=CC=CC=2N=N1.CN1CCOCC1.